Dataset: Catalyst prediction with 721,799 reactions and 888 catalyst types from USPTO. Task: Predict which catalyst facilitates the given reaction. (1) Reactant: [NH:1]1[C:5]2[CH:6]=[CH:7][CH:8]=[CH:9][C:4]=2[N:3]=[C:2]1[C:10]1[C:11]([NH2:15])=[N:12][O:13][N:14]=1.[C:16]([O:20][C:21]([N:23]1[CH2:28][CH2:27][CH:26](O)[CH2:25][CH2:24]1)=[O:22])([CH3:19])([CH3:18])[CH3:17].C1(P(C2C=CC=CC=2)C2C=CC=CC=2)C=CC=CC=1.N(C(OCC)=O)=NC(OCC)=O. Product: [C:16]([O:20][C:21]([N:23]1[CH2:28][CH2:27][CH:26]([N:3]2[C:4]3[CH:9]=[CH:8][CH:7]=[CH:6][C:5]=3[N:1]=[C:2]2[C:10]2[C:11]([NH2:15])=[N:12][O:13][N:14]=2)[CH2:25][CH2:24]1)=[O:22])([CH3:19])([CH3:17])[CH3:18]. The catalyst class is: 7. (2) Reactant: N[C:2]1[CH:12]=[CH:11][C:10]2[CH:9]3[CH2:13][CH2:14][CH:5]([CH2:6][N:7]([C:15](=[O:20])[C:16]([F:19])([F:18])[F:17])[CH2:8]3)[C:4]=2[CH:3]=1.N([O-])=O.[Na+].[BrH:25]. Product: [Br:25][C:2]1[CH:12]=[CH:11][C:10]2[CH:9]3[CH2:13][CH2:14][CH:5]([CH2:6][N:7]([C:15](=[O:20])[C:16]([F:19])([F:18])[F:17])[CH2:8]3)[C:4]=2[CH:3]=1. The catalyst class is: 6.